From a dataset of Reaction yield outcomes from USPTO patents with 853,638 reactions. Predict the reaction yield, written as a fraction of the theoretical maximum amount of product (1.0 means a 100% yield; for example, 0.34 means a 34% yield). (1) The reactants are [Br:1][C:2]1[CH:6]=[N:5][N:4]([CH3:7])[C:3]=1[C:8]1[CH:9]=[C:10]([NH:16][C:17]([NH:19][C:20]2[CH:25]=[CH:24][C:23]([Cl:26])=[CH:22][CH:21]=2)=[O:18])[CH:11]=[CH:12][C:13]=1[O:14]C.[Al+3].[Cl-].[Cl-].[Cl-].CCOC(C)=O.C(C(C(C([O-])=O)O)O)([O-])=O.[Na+].[K+]. The catalyst is C(Cl)Cl. The product is [Br:1][C:2]1[CH:6]=[N:5][N:4]([CH3:7])[C:3]=1[C:8]1[CH:9]=[C:10]([NH:16][C:17]([NH:19][C:20]2[CH:21]=[CH:22][C:23]([Cl:26])=[CH:24][CH:25]=2)=[O:18])[CH:11]=[CH:12][C:13]=1[OH:14]. The yield is 0.270. (2) The reactants are CCN(CC)CC.[Br:8][C:9]1[CH:14]=[CH:13][C:12](B(O)O)=[CH:11][C:10]=1[Cl:18].[NH2:19][C:20]1[C:40]([CH:41]2[CH2:43][CH2:42]2)=[CH:39][C:23]2[C:24]([C:34]([O:36][CH2:37][CH3:38])=[O:35])=[C:25]([C:27]3[CH:32]=[CH:31][C:30]([Cl:33])=[CH:29][CH:28]=3)[O:26][C:22]=2[CH:21]=1.CCOC(C)=O. The catalyst is C(Cl)Cl.C([O-])(=O)C.[Cu+2].C([O-])(=O)C. The product is [Br:8][C:9]1[CH:14]=[CH:13][C:12]([NH:19][C:20]2[C:40]([CH:41]3[CH2:43][CH2:42]3)=[CH:39][C:23]3[C:24]([C:34]([O:36][CH2:37][CH3:38])=[O:35])=[C:25]([C:27]4[CH:28]=[CH:29][C:30]([Cl:33])=[CH:31][CH:32]=4)[O:26][C:22]=3[CH:21]=2)=[CH:11][C:10]=1[Cl:18]. The yield is 0.880. (3) The catalyst is ClCCl. The yield is 0.380. The reactants are [Br:1][C:2]1[CH:3]=[C:4](/[C:8](/[CH3:17])=[CH:9]/[C:10]([O:12]C(C)(C)C)=[O:11])[CH:5]=[CH:6][CH:7]=1. The product is [Br:1][C:2]1[CH:3]=[C:4](/[C:8](/[CH3:17])=[CH:9]/[C:10]([OH:12])=[O:11])[CH:5]=[CH:6][CH:7]=1. (4) The reactants are [C:1]12([NH:22]C(=O)OCC3C=CC=CC=3)[CH2:10][CH:5]3[CH2:6][CH:7]([CH2:9][C:3]([NH:11]C(=O)OCC4C=CC=CC=4)([CH2:4]3)[CH2:2]1)[CH2:8]2. The catalyst is CCO.[Pd]. The product is [C:3]12([NH2:11])[CH2:9][CH:7]3[CH2:6][CH:5]([CH2:10][C:1]([NH2:22])([CH2:8]3)[CH2:2]1)[CH2:4]2. The yield is 0.940. (5) The reactants are [Cl:1][C:2]1[CH:7]=[C:6]([Cl:8])[CH:5]=[CH:4][C:3]=1[CH:9]1[S:15][CH2:14][C:13](=O)[N:12]([CH2:17][C:18]([O:20][CH3:21])=[O:19])[C:11]2[N:22]([CH3:31])[N:23]=[C:24]([C:25]3[CH:30]=[CH:29][CH:28]=[CH:27][N:26]=3)[C:10]1=2.B.C1COCC1.Cl.[OH-].[Na+]. The catalyst is C1COCC1. The product is [Cl:1][C:2]1[CH:7]=[C:6]([Cl:8])[CH:5]=[CH:4][C:3]=1[CH:9]1[S:15][CH2:14][CH2:13][N:12]([CH2:17][C:18]([O:20][CH3:21])=[O:19])[C:11]2[N:22]([CH3:31])[N:23]=[C:24]([C:25]3[CH:30]=[CH:29][CH:28]=[CH:27][N:26]=3)[C:10]1=2. The yield is 0.560. (6) The reactants are Br[C:2]1[C:10]([O:11][CH3:12])=[CH:9][C:8]([O:13][CH3:14])=[C:7]2[C:3]=1[CH2:4][N:5]([CH2:16][C:17]1[CH:22]=[CH:21][C:20]([Cl:23])=[CH:19][CH:18]=1)[C:6]2=O.C([SnH](CCCC)CCCC)CCC.[F-].[K+]. The catalyst is C1C=CC=CC=1. The product is [CH3:12][O:11][C:10]1[CH:2]=[C:3]2[C:7](=[C:8]([O:13][CH3:14])[CH:9]=1)[CH2:6][N:5]([CH2:16][C:17]1[CH:22]=[CH:21][C:20]([Cl:23])=[CH:19][CH:18]=1)[CH2:4]2. The yield is 0.440. (7) The reactants are [O:1]=[C:2]1[C:10]2([C:22]3[C:13](=[CH:14][C:15]4[O:20][CH2:19][CH2:18][O:17][C:16]=4[CH:21]=3)[O:12][CH2:11]2)[C:9]2[C:4](=[CH:5][CH:6]=[C:7]([C:23]#[N:24])[CH:8]=2)[N:3]1[CH2:25][C:26]1[CH:31]=[CH:30][CH:29]=[CH:28][N:27]=1.C(=O)([O-])[O-:33].[Na+].[Na+].OO. The catalyst is C(O)C. The product is [O:1]=[C:2]1[C:10]2([C:22]3[C:13](=[CH:14][C:15]4[O:20][CH2:19][CH2:18][O:17][C:16]=4[CH:21]=3)[O:12][CH2:11]2)[C:9]2[C:4](=[CH:5][CH:6]=[C:7]([C:23]([NH2:24])=[O:33])[CH:8]=2)[N:3]1[CH2:25][C:26]1[CH:31]=[CH:30][CH:29]=[CH:28][N:27]=1. The yield is 0.930.